From a dataset of Full USPTO retrosynthesis dataset with 1.9M reactions from patents (1976-2016). Predict the reactants needed to synthesize the given product. (1) Given the product [CH:1]1([C:5]2[N:6]([CH2:25][C:26]3[CH:31]=[CH:30][C:29]([O:32][CH3:33])=[CH:28][CH:27]=3)[N:7]=[C:8]3[C:13]=2[C:12](=[O:14])[CH2:11][CH:10]([CH2:36][C:37]2[CH:46]=[CH:45][C:44]4[C:39](=[CH:40][CH:41]=[CH:42][CH:43]=4)[CH:38]=2)[N:9]3[CH2:16][C:17]2[CH:22]=[CH:21][C:20]([O:23][CH3:24])=[CH:19][CH:18]=2)[CH2:4][CH2:3][CH2:2]1, predict the reactants needed to synthesize it. The reactants are: [CH:1]1([C:5]2[N:6]([CH2:25][C:26]3[CH:31]=[CH:30][C:29]([O:32][CH3:33])=[CH:28][CH:27]=3)[N:7]=[C:8]3[C:13]=2[C:12]([O:14]C)=[CH:11][CH:10]=[N+:9]3[CH2:16][C:17]2[CH:22]=[CH:21][C:20]([O:23][CH3:24])=[CH:19][CH:18]=2)[CH2:4][CH2:3][CH2:2]1.Br[Mg][CH2:36][C:37]1[CH:46]=[CH:45][C:44]2[C:39](=[CH:40][CH:41]=[CH:42][CH:43]=2)[CH:38]=1. (2) Given the product [C:6]([O:5][C:3](=[O:4])[CH2:2][N:27]1[C:28](=[O:30])[CH2:29][CH:24]([C:18]2[CH:19]=[C:20]([Cl:23])[CH:21]=[CH:22][C:17]=2[Cl:16])[C:25]([C:32]([O:34][CH3:10])=[O:33])=[C:26]1[CH3:31])([CH3:9])([CH3:8])[CH3:7], predict the reactants needed to synthesize it. The reactants are: Br[CH2:2][C:3]([O:5][C:6]([CH3:9])([CH3:8])[CH3:7])=[O:4].[C:10](=O)([O-])[O-].[K+].[K+].[Cl:16][C:17]1[CH:22]=[CH:21][C:20]([Cl:23])=[CH:19][C:18]=1[CH:24]1[CH2:29][C:28](=[O:30])[NH:27][C:26]([CH3:31])=[C:25]1[C:32]([O-:34])=[O:33]. (3) Given the product [C:12]([O:11][C:9]([N:45]([CH3:46])[CH2:44][CH2:43][CH:41]1[CH2:40][C:39]2[CH:47]=[C:48]([O:51][CH3:52])[CH:49]=[CH:50][C:38]=2[C:37]2=[C:29]([CH:23]3[CH2:24][CH2:25][CH2:26][CH2:27][CH2:28]3)[C:30]3[CH:31]=[CH:32][C:33]([C:53]([O:55][CH3:56])=[O:54])=[CH:34][C:35]=3[N:36]2[CH2:42]1)=[O:10])([CH3:13])([CH3:14])[CH3:15], predict the reactants needed to synthesize it. The reactants are: [C:9](O[C:9]([O:11][C:12]([CH3:15])([CH3:14])[CH3:13])=[O:10])([O:11][C:12]([CH3:15])([CH3:14])[CH3:13])=[O:10].CCN(CC)CC.[CH:23]1([C:29]2[C:30]3[CH:31]=[CH:32][C:33]([C:53]([O:55][CH3:56])=[O:54])=[CH:34][C:35]=3[N:36]3[CH2:42][CH:41]([CH2:43][CH2:44][NH:45][CH3:46])[CH2:40][C:39]4[CH:47]=[C:48]([O:51][CH3:52])[CH:49]=[CH:50][C:38]=4[C:37]=23)[CH2:28][CH2:27][CH2:26][CH2:25][CH2:24]1. (4) The reactants are: Cl.[CH3:2][C:3]([CH3:35])([CH3:34])[CH2:4][C:5]1[N:6]=[C:7]([C:16]([OH:33])([CH3:32])[CH:17]([F:31])[C:18]2[CH:23]=[CH:22][C:21]([C:24]3[CH:29]=[CH:28][C:27]([F:30])=[CH:26][N:25]=3)=[CH:20][CH:19]=2)[N:8](S(N(C)C)(=O)=O)[CH:9]=1. Given the product [CH3:2][C:3]([CH3:35])([CH3:34])[CH2:4][C:5]1[N:6]=[C:7]([C:16]([OH:33])([CH3:32])[CH:17]([F:31])[C:18]2[CH:19]=[CH:20][C:21]([C:24]3[CH:29]=[CH:28][C:27]([F:30])=[CH:26][N:25]=3)=[CH:22][CH:23]=2)[NH:8][CH:9]=1, predict the reactants needed to synthesize it. (5) Given the product [Cl:30][C:27]1[CH:28]=[CH:29][C:24]([CH:9]2[C:8]3[NH:4][C:5]([C:35]4[CH:36]=[CH:37][C:38]([C:40]([F:43])([F:42])[F:41])=[CH:39][C:34]=4[O:33][CH3:32])=[N:6][C:7]=3[C:11](=[O:12])[N:10]2[C:13]2[CH:14]=[C:15]([CH3:23])[C:16]3[N:17]([C:19]([CH3:22])=[N:20][N:21]=3)[CH:18]=2)=[CH:25][CH:26]=1, predict the reactants needed to synthesize it. The reactants are: C([N:4]1[C:8]2[CH:9]([C:24]3[CH:29]=[CH:28][C:27]([Cl:30])=[CH:26][CH:25]=3)[N:10]([C:13]3[CH:14]=[C:15]([CH3:23])[C:16]4[N:17]([C:19]([CH3:22])=[N:20][N:21]=4)[CH:18]=3)[C:11](=[O:12])[C:7]=2[N:6]=[C:5]1Br)C=C.[CH3:32][O:33][C:34]1[CH:39]=[C:38]([C:40]([F:43])([F:42])[F:41])[CH:37]=[CH:36][C:35]=1B(O)O. (6) Given the product [ClH:1].[Cl:1][C:2]1[CH:7]=[CH:6][C:5]([C@@H:8]2[O:14][CH2:13][CH2:12][NH:11][CH2:10][C@H:9]2[CH2:22][O:23][C:30]2[C:35]([C:36]([O:38][CH3:39])=[O:37])=[CH:34][CH:33]=[CH:32][N:31]=2)=[CH:4][C:3]=1[F:28], predict the reactants needed to synthesize it. The reactants are: [Cl:1][C:2]1[CH:7]=[CH:6][C:5]([C@@H:8]2[O:14][CH2:13][CH2:12][N:11](C(OC(C)(C)C)=O)[CH2:10][C@H:9]2[CH2:22][O:23]S(C)(=O)=O)=[CH:4][C:3]=1[F:28].O=[C:30]1[C:35]([C:36]([O:38][CH3:39])=[O:37])=[CH:34][CH:33]=[CH:32][NH:31]1. (7) Given the product [Cl:29][C:14]1[C:15]([F:28])=[CH:16][CH:17]=[C:18]([O:19][CH2:20][C@@H:21]2[CH2:25][O:24][C:23]([CH3:27])([CH3:26])[O:22]2)[C:13]=1[C@H:11]([C:10]1[C:4]2[C:5](=[N:6][CH:7]=[C:2]([C:41]3[CH:40]=[N:39][N:38]([CH3:37])[C:42]=3[CH3:43])[CH:3]=2)[N:8]([C:30]([O:32][C:33]([CH3:36])([CH3:35])[CH3:34])=[O:31])[CH:9]=1)[CH3:12], predict the reactants needed to synthesize it. The reactants are: Br[C:2]1[CH:3]=[C:4]2[C:10]([C@@H:11]([C:13]3[C:18]([O:19][CH2:20][C@@H:21]4[CH2:25][O:24][C:23]([CH3:27])([CH3:26])[O:22]4)=[CH:17][CH:16]=[C:15]([F:28])[C:14]=3[Cl:29])[CH3:12])=[CH:9][N:8]([C:30]([O:32][C:33]([CH3:36])([CH3:35])[CH3:34])=[O:31])[C:5]2=[N:6][CH:7]=1.[CH3:37][N:38]1[C:42]([CH3:43])=[C:41](B(O)O)[CH:40]=[N:39]1.C(=O)([O-])[O-].[K+].[K+].O1CCOCC1. (8) Given the product [Cl:14][C:5]1[N:4]=[N:3][C:2]([N:16]([CH3:17])[CH3:15])=[C:7]([N:8]2[CH2:13][CH2:12][NH:11][CH2:10][CH2:9]2)[CH:6]=1, predict the reactants needed to synthesize it. The reactants are: Cl[C:2]1[N:3]=[N:4][C:5]([Cl:14])=[CH:6][C:7]=1[N:8]1[CH2:13][CH2:12][NH:11][CH2:10][CH2:9]1.[CH3:15][NH:16][CH3:17]. (9) Given the product [CH3:18][N:19]([CH3:20])[C:8]([C:6]1[CH:5]=[N:4][CH:3]=[C:2]([Cl:1])[N:7]=1)=[O:10], predict the reactants needed to synthesize it. The reactants are: [Cl:1][C:2]1[N:7]=[C:6]([C:8]([OH:10])=O)[CH:5]=[N:4][CH:3]=1.F[P-](F)(F)(F)(F)F.[CH3:18][N+:19](C)=[C:20](N(C)C)ON1C2N=CC=CC=2N=N1.CNC.C(=O)([O-])[O-].[Na+].[Na+]. (10) Given the product [CH:11]([C:1]1[CH:2]=[C:3]([CH2:7][C:8]([OH:10])=[O:9])[CH:4]=[CH:5][CH:6]=1)=[O:18], predict the reactants needed to synthesize it. The reactants are: [C:1]1([CH3:11])[CH:6]=[CH:5][CH:4]=[C:3]([CH2:7][C:8]([OH:10])=[O:9])[CH:2]=1.BrN1C(=[O:18])CCC1=O.C1N2CN3CN(C2)CN1C3.Cl.